From a dataset of Full USPTO retrosynthesis dataset with 1.9M reactions from patents (1976-2016). Predict the reactants needed to synthesize the given product. Given the product [Cl:1][C:2]1[C:3]([O:12][C:13]2[CH:18]=[C:17]([O:19][CH2:20][CH2:21][O:22][CH3:23])[CH:16]=[CH:15][C:14]=2[CH2:24][CH2:25][CH2:26][NH:27][S:41]([CH2:40][C:34]2[CH:39]=[CH:38][CH:37]=[CH:36][CH:35]=2)(=[O:43])=[O:42])=[N:4][CH:5]=[C:6]([C:8]([F:9])([F:11])[F:10])[CH:7]=1, predict the reactants needed to synthesize it. The reactants are: [Cl:1][C:2]1[C:3]([O:12][C:13]2[CH:18]=[C:17]([O:19][CH2:20][CH2:21][O:22][CH3:23])[CH:16]=[CH:15][C:14]=2[CH2:24][CH2:25][CH2:26][NH2:27])=[N:4][CH:5]=[C:6]([C:8]([F:11])([F:10])[F:9])[CH:7]=1.N1C=CC=CC=1.[C:34]1([CH2:40][S:41](Cl)(=[O:43])=[O:42])[CH:39]=[CH:38][CH:37]=[CH:36][CH:35]=1.Cl.